Dataset: Full USPTO retrosynthesis dataset with 1.9M reactions from patents (1976-2016). Task: Predict the reactants needed to synthesize the given product. (1) Given the product [CH3:20][S:21]([C:24]1[CH:31]=[CH:30][CH:29]=[CH:28][C:25]=1[CH2:26][N:4]1[CH2:3][CH2:2][N:1]([C:7]2[CH:8]=[CH:9][C:10]3[N:11]([C:13]([C:16]([F:17])([F:18])[F:19])=[N:14][N:15]=3)[N:12]=2)[CH2:6][CH2:5]1)(=[O:22])=[O:23], predict the reactants needed to synthesize it. The reactants are: [N:1]1([C:7]2[CH:8]=[CH:9][C:10]3[N:11]([C:13]([C:16]([F:19])([F:18])[F:17])=[N:14][N:15]=3)[N:12]=2)[CH2:6][CH2:5][NH:4][CH2:3][CH2:2]1.[CH3:20][S:21]([C:24]1[CH:31]=[CH:30][CH:29]=[CH:28][C:25]=1[CH:26]=O)(=[O:23])=[O:22]. (2) Given the product [Cl:19][C:13]1[CH:12]=[C:11]([Cl:20])[C:8]2[C:6](=[C:5]([CH3:10])[CH:4]=[C:3]([O:2][CH3:1])[CH:9]=2)[N:7]=1, predict the reactants needed to synthesize it. The reactants are: [CH3:1][O:2][C:3]1[CH:9]=[CH:8][C:6]([NH2:7])=[C:5]([CH3:10])[CH:4]=1.[C:11](O)(=O)[CH2:12][C:13](O)=O.O.[Cl-:19].[Cl-:20].[Cl-].[P+3]=O.